Dataset: Forward reaction prediction with 1.9M reactions from USPTO patents (1976-2016). Task: Predict the product of the given reaction. (1) Given the reactants [S:1]1[C:5]([CH:6]=[O:7])=[CH:4][CH:3]=[C:2]1[C:8]1[S:9][CH:10]=[CH:11][CH:12]=1.C(Cl)(Cl)Cl.[I:17]N1C(=O)CCC1=O, predict the reaction product. The product is: [I:17][C:10]1[S:9][C:8]([C:2]2[S:1][C:5]([CH:6]=[O:7])=[CH:4][CH:3]=2)=[CH:12][CH:11]=1. (2) Given the reactants [N:1]1[CH:6]=[CH:5][C:4]([C:7]2[N:8]=[C:9]([CH2:12][NH:13]C(C3SC=CC=3)=O)[NH:10][CH:11]=2)=[CH:3][CH:2]=1.[OH:21][C:22]1[CH:30]=[C:29]([OH:31])[CH:28]=[CH:27][C:23]=1[C:24]([OH:26])=O.S1C=CC=C1C(O)=O, predict the reaction product. The product is: [OH:21][C:22]1[CH:30]=[C:29]([OH:31])[CH:28]=[CH:27][C:23]=1[C:24]([NH:13][CH2:12][C:9]1[NH:10][CH:11]=[C:7]([C:4]2[CH:5]=[CH:6][N:1]=[CH:2][CH:3]=2)[N:8]=1)=[O:26]. (3) Given the reactants [OH:1][CH2:2][CH:3]([NH:6][C:7]([C:9]1[CH:14]=[CH:13][C:12]([C:15]2[CH:20]=[CH:19][C:18]([CH2:21][C@H:22]([NH:37][C:38]([C@H:40]3[CH2:45][CH2:44][C@H:43]([CH2:46][NH:47]C(=O)OC(C)(C)C)[CH2:42][CH2:41]3)=[O:39])[C:23](=[O:36])[NH:24][C:25]3[CH:30]=[CH:29][C:28]([C:31]4[N:32]=[N:33][NH:34][N:35]=4)=[CH:27][CH:26]=3)=[CH:17][CH:16]=2)=[C:11]([CH3:55])[CH:10]=1)=[O:8])[CH2:4][OH:5].[ClH:56], predict the reaction product. The product is: [ClH:56].[NH2:47][CH2:46][C@H:43]1[CH2:42][CH2:41][C@H:40]([C:38]([NH:37][C@H:22]([C:23](=[O:36])[NH:24][C:25]2[CH:30]=[CH:29][C:28]([C:31]3[N:32]=[N:33][NH:34][N:35]=3)=[CH:27][CH:26]=2)[CH2:21][C:18]2[CH:17]=[CH:16][C:15]([C:12]3[CH:13]=[CH:14][C:9]([C:7]([NH:6][CH:3]([CH2:4][OH:5])[CH2:2][OH:1])=[O:8])=[CH:10][C:11]=3[CH3:55])=[CH:20][CH:19]=2)=[O:39])[CH2:45][CH2:44]1. (4) Given the reactants Cl[CH2:2][C@@H:3]([OH:18])[CH2:4][P:5]([C:10]([O:15][CH2:16][CH3:17])([O:12][CH2:13][CH3:14])[CH3:11])(=[O:9])[O:6][CH2:7][CH3:8].[NH3:19], predict the reaction product. The product is: [NH2:19][CH2:2][C@@H:3]([OH:18])[CH2:4][P:5]([C:10]([O:15][CH2:16][CH3:17])([O:12][CH2:13][CH3:14])[CH3:11])(=[O:9])[O:6][CH2:7][CH3:8]. (5) Given the reactants [CH2:1]([O:8][C:9]1[CH:18]=[CH:17][C:16]2[C:11](=[CH:12][C:13]([CH3:35])=[C:14]([C@H:26]([O:30][C:31]([CH3:34])([CH3:33])[CH3:32])[C:27]([OH:29])=[O:28])[C:15]=2[C:19]2[CH:24]=[CH:23][C:22]([Cl:25])=[CH:21][CH:20]=2)[N:10]=1)C1C=CC=CC=1.IC, predict the reaction product. The product is: [C:31]([O:30][C@@H:26]([C:14]1[C:15]([C:19]2[CH:20]=[CH:21][C:22]([Cl:25])=[CH:23][CH:24]=2)=[C:16]2[C:11](=[CH:12][C:13]=1[CH3:35])[N:10]=[C:9]([O:8][CH3:1])[CH:18]=[CH:17]2)[C:27]([OH:29])=[O:28])([CH3:34])([CH3:32])[CH3:33].